This data is from Catalyst prediction with 721,799 reactions and 888 catalyst types from USPTO. The task is: Predict which catalyst facilitates the given reaction. Reactant: C[C:2]([N:5]([CH2:9][C:10]1[CH:15]=[CH:14][C:13]([F:16])=[C:12]([Br:17])[CH:11]=1)C(=O)[O-])(C)C.B.C1COCC1. Product: [Br:17][C:12]1[CH:11]=[C:10]([CH2:9][NH:5][CH3:2])[CH:15]=[CH:14][C:13]=1[F:16]. The catalyst class is: 1.